From a dataset of NCI-60 drug combinations with 297,098 pairs across 59 cell lines. Regression. Given two drug SMILES strings and cell line genomic features, predict the synergy score measuring deviation from expected non-interaction effect. Drug 1: C1C(C(OC1N2C=C(C(=O)NC2=O)F)CO)O. Drug 2: CCN(CC)CCNC(=O)C1=C(NC(=C1C)C=C2C3=C(C=CC(=C3)F)NC2=O)C. Cell line: MDA-MB-435. Synergy scores: CSS=1.24, Synergy_ZIP=-0.810, Synergy_Bliss=1.10, Synergy_Loewe=-1.20, Synergy_HSA=-0.565.